Dataset: Forward reaction prediction with 1.9M reactions from USPTO patents (1976-2016). Task: Predict the product of the given reaction. Given the reactants [NH:1]1[C:5]2[CH:6]=[CH:7][CH:8]=[CH:9][C:4]=2[N:3]=[C:2]1[C:10]1[C:11]([NH2:22])=[N:12][CH:13]=[C:14]([C:16]2[CH2:17][CH2:18][NH:19][CH2:20][CH:21]=2)[N:15]=1.Cl[C:24](=[O:31])[CH2:25][CH2:26][C:27]([O:29][CH3:30])=[O:28].C(N(CC)CC)C, predict the reaction product. The product is: [NH2:22][C:11]1[N:12]=[CH:13][C:14]([C:16]2[CH2:17][CH2:18][N:19]([C:24](=[O:31])[CH2:25][CH2:26][C:27]([O:29][CH3:30])=[O:28])[CH2:20][CH:21]=2)=[N:15][C:10]=1[C:2]1[NH:3][C:4]2[CH:9]=[CH:8][CH:7]=[CH:6][C:5]=2[N:1]=1.